Task: Predict the product of the given reaction.. Dataset: Forward reaction prediction with 1.9M reactions from USPTO patents (1976-2016) (1) Given the reactants [CH2:1]([NH:8][C:9]1[N:17]=[CH:16][N:15]=[C:14]2[C:10]=1[N:11]=[C:12](Br)[N:13]2[C@@H:18]1[O:24][C@H:23]([CH2:25][OH:26])[C@@H:21]([OH:22])[C@H:19]1[OH:20])[C:2]1[CH:7]=[CH:6][CH:5]=[CH:4][CH:3]=1.[NH2:28][CH2:29][CH2:30][CH2:31][NH2:32], predict the reaction product. The product is: [NH2:28][CH2:29][CH2:30][CH2:31][NH:32][C:12]1[N:13]([C@@H:18]2[O:24][C@H:23]([CH2:25][OH:26])[C@@H:21]([OH:22])[C@H:19]2[OH:20])[C:14]2[C:10]([N:11]=1)=[C:9]([NH:8][CH2:1][C:2]1[CH:7]=[CH:6][CH:5]=[CH:4][CH:3]=1)[N:17]=[CH:16][N:15]=2. (2) Given the reactants C[Si](C([OH:7])C)(C)C.[H-].[Na+].[C:10]([C:12]1[CH:13]=[CH:14][C:15]([O:19][CH:20]([F:22])[F:21])=[C:16](F)[CH:17]=1)#[N:11], predict the reaction product. The product is: [C:10]([C:12]1[CH:13]=[CH:14][C:15]([O:19][CH:20]([F:22])[F:21])=[C:16]([OH:7])[CH:17]=1)#[N:11]. (3) Given the reactants [ClH:1].C(OC(=O)[N:8]([C:17]1[CH:22]=[CH:21][N:20]=[C:19]2[C:23]([CH3:30])=[C:24]([CH3:29])[N:25]([CH2:26][CH:27]=[CH2:28])[C:18]=12)[CH2:9][C:10]1[CH:15]=[CH:14][C:13]([F:16])=[CH:12][CH:11]=1)(C)(C)C.Cl, predict the reaction product. The product is: [ClH:1].[CH2:26]([N:25]1[C:18]2[C:19](=[N:20][CH:21]=[CH:22][C:17]=2[NH:8][CH2:9][C:10]2[CH:11]=[CH:12][C:13]([F:16])=[CH:14][CH:15]=2)[C:23]([CH3:30])=[C:24]1[CH3:29])[CH:27]=[CH2:28]. (4) Given the reactants [Cl:1][C:2]1[N:7]=[C:6]([N:8]([CH3:15])[CH2:9][C:10]2[S:11][CH:12]=[CH:13][N:14]=2)[C:5]([F:16])=[C:4]([NH:17][NH2:18])[N:3]=1.[CH:19]1([CH2:24][C@H:25]([CH2:29][N:30]([CH:38]=[O:39])[O:31][CH:32]2[CH2:37][CH2:36][CH2:35][CH2:34][O:33]2)[C:26](O)=[O:27])[CH2:23][CH2:22][CH2:21][CH2:20]1.CN1CCOCC1.C1C=NC2N(O)N=NC=2C=1.C(Cl)CCl, predict the reaction product. The product is: [Cl:1][C:2]1[N:3]=[C:4]([NH:17][NH:18][C:26](=[O:27])[C@H:25]([CH2:24][CH:19]2[CH2:20][CH2:21][CH2:22][CH2:23]2)[CH2:29][N:30]([O:31][CH:32]2[CH2:37][CH2:36][CH2:35][CH2:34][O:33]2)[CH:38]=[O:39])[C:5]([F:16])=[C:6]([N:8]([CH3:15])[CH2:9][C:10]2[S:11][CH:12]=[CH:13][N:14]=2)[N:7]=1. (5) Given the reactants [CH3:1][O:2][C:3]([C:5]1[C:10]([O:11][CH2:12][C:13]2[CH:18]=[CH:17][CH:16]=[CH:15][CH:14]=2)=[C:9](Br)[CH:8]=[C:7]([Br:20])[N:6]=1)=[O:4].[CH3:21][S-:22].[Na+], predict the reaction product. The product is: [CH3:1][O:2][C:3]([C:5]1[C:10]([O:11][CH2:12][C:13]2[CH:18]=[CH:17][CH:16]=[CH:15][CH:14]=2)=[C:9]([S:22][CH3:21])[CH:8]=[C:7]([Br:20])[N:6]=1)=[O:4].